This data is from Full USPTO retrosynthesis dataset with 1.9M reactions from patents (1976-2016). The task is: Predict the reactants needed to synthesize the given product. Given the product [ClH:38].[F:12][C:13]1([N:28]2[C:32]3[CH:33]=[CH:34][CH:35]=[CH:36][C:31]=3[NH:30][C:29]2=[O:37])[CH2:18][CH2:17][N:16]([CH:19]2[C:27]3[C:22](=[CH:23][CH:24]=[CH:25][CH:26]=3)[CH2:21][CH2:20]2)[CH2:15][CH2:14]1, predict the reactants needed to synthesize it. The reactants are: FC1C=CC=C2C=1CCC2=O.[F:12][C:13]1([N:28]2[C:32]3[CH:33]=[CH:34][CH:35]=[CH:36][C:31]=3[NH:30][C:29]2=[O:37])[CH2:18][CH2:17][N:16]([CH:19]2[C:27]3[C:22](=[CH:23][CH:24]=[CH:25][CH:26]=3)[CH2:21][CH2:20]2)[CH2:15][CH2:14]1.[ClH:38].Cl.C(OCC)(=O)C.